Dataset: hERG Central: cardiac toxicity at 1µM, 10µM, and general inhibition. Task: Predict hERG channel inhibition at various concentrations. (1) The drug is Cc1ccc(F)cc1NC(=O)CN1CCN(Cc2ccccc2)CC1. Results: hERG_inhib (hERG inhibition (general)): blocker. (2) Results: hERG_inhib (hERG inhibition (general)): blocker. The molecule is Fc1ccc(CSc2nnc3ccc(-c4ccncc4)nn23)cc1.